This data is from Forward reaction prediction with 1.9M reactions from USPTO patents (1976-2016). The task is: Predict the product of the given reaction. Given the reactants [Cl:1][C:2]1[CH:7]=[C:6]([N+:8]([O-:10])=[O:9])[CH:5]=[CH:4][C:3]=1[N:11]=[N:12][C:13]1[CH:18]=[CH:17][C:16]([N:19]([CH2:28][CH2:29][CH2:30][OH:31])[CH2:20][CH2:21][CH2:22][C:23]([O:25]CC)=[O:24])=[CH:15][CH:14]=1.[OH-].[K+].C(O)(=O)C, predict the reaction product. The product is: [Cl:1][C:2]1[CH:7]=[C:6]([N+:8]([O-:10])=[O:9])[CH:5]=[CH:4][C:3]=1[N:11]=[N:12][C:13]1[CH:14]=[CH:15][C:16]([N:19]([CH2:28][CH2:29][CH2:30][OH:31])[CH2:20][CH2:21][CH2:22][C:23]([OH:25])=[O:24])=[CH:17][CH:18]=1.